Task: Predict which catalyst facilitates the given reaction.. Dataset: Catalyst prediction with 721,799 reactions and 888 catalyst types from USPTO (1) The catalyst class is: 20. Product: [ClH:30].[Cl:30][C:27]1[CH:28]=[C:29]2[C:24](=[C:25]([Cl:31])[CH:26]=1)[CH2:23][N:22]([CH3:32])[CH2:21][C@H:20]2[C:15]1[CH:16]=[CH:17][CH:18]=[CH:19][C:14]=1[N:10]1[C:36](=[O:40])[CH2:37][N:38]([CH3:39])[C:11]1=[O:12]. Reactant: [N+](C1C=CC([N:10]([C:14]2[CH:19]=[CH:18][CH:17]=[CH:16][C:15]=2[C@H:20]2[C:29]3[C:24](=[C:25]([Cl:31])[CH:26]=[C:27]([Cl:30])[CH:28]=3)[CH2:23][N:22]([CH3:32])[CH2:21]2)[C:11](=O)[O-:12])=CC=1)([O-])=O.Cl.CO[C:36](=[O:40])[CH2:37][NH:38][CH3:39].C(N(CC)CC)C.Cl. (2) Reactant: [S:1]1[CH:5]=[CH:4][N:3]=[C:2]1[NH2:6].[Cl:7][C:8]1[C:17]2[C:12](=[CH:13][C:14]([S:18](OC3C(F)=C(F)C(F)=C(F)C=3F)(=[O:20])=[O:19])=[CH:15][CH:16]=2)[CH:11]=[CH:10][N:9]=1.[Li+].C[Si]([N-][Si](C)(C)C)(C)C. Product: [Cl:7][C:8]1[C:17]2[C:12](=[CH:13][C:14]([S:18]([NH:6][C:2]3[S:1][CH:5]=[CH:4][N:3]=3)(=[O:20])=[O:19])=[CH:15][CH:16]=2)[CH:11]=[CH:10][N:9]=1. The catalyst class is: 1. (3) Reactant: [F:1][C:2]1[CH:3]=[C:4]2[C:9](=[CH:10][CH:11]=1)[N:8]([CH2:12][CH2:13][CH:14]=O)[C:7](=[O:16])[CH:6]=[N:5]2.[NH2:17][CH2:18][C@@H:19]1[CH2:23][N:22]([C:24]2[CH:25]=[CH:26][C:27]3[O:28][CH2:29][C:30](=[O:34])[NH:31][C:32]=3[N:33]=2)[C:21](=[O:35])[CH2:20]1.C(O[BH-](OC(=O)C)OC(=O)C)(=O)C.[Na+].C(=O)([O-])O.[Na+]. Product: [F:1][C:2]1[CH:3]=[C:4]2[C:9](=[CH:10][CH:11]=1)[N:8]([CH2:12][CH2:13][CH2:14][NH:17][CH2:18][C@@H:19]1[CH2:23][N:22]([C:24]3[CH:25]=[CH:26][C:27]4[O:28][CH2:29][C:30](=[O:34])[NH:31][C:32]=4[N:33]=3)[C:21](=[O:35])[CH2:20]1)[C:7](=[O:16])[CH:6]=[N:5]2. The catalyst class is: 3.